This data is from Full USPTO retrosynthesis dataset with 1.9M reactions from patents (1976-2016). The task is: Predict the reactants needed to synthesize the given product. (1) Given the product [CH2:1]([O:3][C:4]([C:6]1([C:9]2[CH:10]=[CH:11][C:12]([C:15]3[CH:20]=[CH:19][C:18]([C:21]4[O:25][N:24]=[C:23]([CH3:26])[C:22]=4[CH2:27][N:28]([CH3:29])[C:38](=[O:39])[CH:37]([O:30][C:31]4[CH:36]=[CH:35][CH:34]=[CH:33][CH:32]=4)[CH3:41])=[CH:17][CH:16]=3)=[CH:13][CH:14]=2)[CH2:8][CH2:7]1)=[O:5])[CH3:2], predict the reactants needed to synthesize it. The reactants are: [CH2:1]([O:3][C:4]([C:6]1([C:9]2[CH:14]=[CH:13][C:12]([C:15]3[CH:20]=[CH:19][C:18]([C:21]4[O:25][N:24]=[C:23]([CH3:26])[C:22]=4[CH2:27][NH:28][CH3:29])=[CH:17][CH:16]=3)=[CH:11][CH:10]=2)[CH2:8][CH2:7]1)=[O:5])[CH3:2].[O:30]([CH:37]([CH3:41])[C:38](Cl)=[O:39])[C:31]1[CH:36]=[CH:35][CH:34]=[CH:33][CH:32]=1. (2) The reactants are: [H-].[Na+].[N:3]1[CH:8]=[CH:7][CH:6]=[CH:5][C:4]=1[C:9]1[CH:14]=[CH:13][C:12]([C:15]2[C:16](=[O:25])[NH:17][C:18]3([CH2:24][CH2:23][CH2:22][O:21][CH2:20]3)[N:19]=2)=[CH:11][CH:10]=1.Br[CH2:27][C:28]([NH:30][C:31]1[CH:36]=[C:35]([F:37])[CH:34]=[C:33]([F:38])[CH:32]=1)=[O:29]. Given the product [F:37][C:35]1[CH:36]=[C:31]([NH:30][C:28](=[O:29])[CH2:27][N:17]2[C:18]3([CH2:24][CH2:23][CH2:22][O:21][CH2:20]3)[N:19]=[C:15]([C:12]3[CH:11]=[CH:10][C:9]([C:4]4[CH:5]=[CH:6][CH:7]=[CH:8][N:3]=4)=[CH:14][CH:13]=3)[C:16]2=[O:25])[CH:32]=[C:33]([F:38])[CH:34]=1, predict the reactants needed to synthesize it. (3) Given the product [CH2:1]1[C:9]2[C:4](=[CH:5][CH:6]=[CH:7][CH:8]=2)[CH2:3][CH:2]1[O:10][S:21]([CH3:20])(=[O:23])=[O:22], predict the reactants needed to synthesize it. The reactants are: [CH2:1]1[C:9]2[C:4](=[CH:5][CH:6]=[CH:7][CH:8]=2)[CH2:3][CH:2]1[OH:10].C(N(C(C)C)CC)(C)C.[CH3:20][S:21](Cl)(=[O:23])=[O:22].CN(C1C=CC=CN=1)C.